The task is: Predict the product of the given reaction.. This data is from Forward reaction prediction with 1.9M reactions from USPTO patents (1976-2016). (1) Given the reactants [Br:1][C:2]1[CH:29]=[CH:28][C:5]([CH2:6][C:7]2([C:23]([O:25][CH2:26][CH3:27])=[O:24])[CH2:12][CH2:11][N:10]([S:13]([C:16]3[C:17]([CH3:22])=[N:18][NH:19][C:20]=3[CH3:21])(=[O:15])=[O:14])[CH2:9][CH2:8]2)=[CH:4][CH:3]=1.[CH3:30]N1C(C)=C(S(Cl)(=O)=O)C(C)=N1, predict the reaction product. The product is: [Br:1][C:2]1[CH:29]=[CH:28][C:5]([CH2:6][C:7]2([C:23]([O:25][CH2:26][CH3:27])=[O:24])[CH2:12][CH2:11][N:10]([S:13]([C:16]3[C:20]([CH3:21])=[N:19][N:18]([CH3:30])[C:17]=3[CH3:22])(=[O:15])=[O:14])[CH2:9][CH2:8]2)=[CH:4][CH:3]=1. (2) The product is: [CH:13]1([NH:12][C:10]2[C:9]3[C:4](=[CH:5][CH:6]=[C:7]([I:16])[CH:8]=3)[N:3]=[C:2]([N:18]([CH3:19])[CH3:17])[N:11]=2)[CH2:15][CH2:14]1. Given the reactants Cl[C:2]1[N:11]=[C:10]([NH:12][CH:13]2[CH2:15][CH2:14]2)[C:9]2[C:4](=[CH:5][CH:6]=[C:7]([I:16])[CH:8]=2)[N:3]=1.[CH3:17][NH:18][CH3:19], predict the reaction product. (3) Given the reactants F[C:2]1[CH:7]=[C:6]([F:8])[CH:5]=[CH:4][C:3]=1[C:9]1[N:14]=[CH:13][N:12]=[C:11]([NH:15][C:16]2[CH:21]=[CH:20][CH:19]=[C:18]([CH2:22][S:23]([CH3:26])(=[O:25])=[O:24])[CH:17]=2)[N:10]=1.[F:27][C:28]1[CH:29]=[C:30]([CH:33]=[CH:34][C:35]=1[F:36])[CH2:31][OH:32], predict the reaction product. The product is: [F:27][C:28]1[CH:29]=[C:30]([CH:33]=[CH:34][C:35]=1[F:36])[CH2:31][O:32][C:2]1[CH:7]=[C:6]([F:8])[CH:5]=[CH:4][C:3]=1[C:9]1[N:14]=[CH:13][N:12]=[C:11]([NH:15][C:16]2[CH:21]=[CH:20][CH:19]=[C:18]([CH2:22][S:23]([CH3:26])(=[O:25])=[O:24])[CH:17]=2)[N:10]=1.